Dataset: Peptide-MHC class II binding affinity with 134,281 pairs from IEDB. Task: Regression. Given a peptide amino acid sequence and an MHC pseudo amino acid sequence, predict their binding affinity value. This is MHC class II binding data. (1) The peptide sequence is GRSYAADAGYAPATP. The MHC is DRB1_1602 with pseudo-sequence DRB1_1602. The binding affinity (normalized) is 0.198. (2) The peptide sequence is AGTNYNKTVASLMNA. The MHC is DRB3_0101 with pseudo-sequence DRB3_0101. The binding affinity (normalized) is 0.446. (3) The binding affinity (normalized) is 0.158. The MHC is DRB1_0101 with pseudo-sequence DRB1_0101. The peptide sequence is YLEEHPSAGKDPKKT. (4) The peptide sequence is GELQIVLKIDAAFKI. The MHC is DRB5_0101 with pseudo-sequence DRB5_0101. The binding affinity (normalized) is 0.803. (5) The peptide sequence is VFLAGLEGYEKISDV. The MHC is DRB1_0101 with pseudo-sequence DRB1_0101. The binding affinity (normalized) is 0.508.